This data is from Peptide-MHC class I binding affinity with 185,985 pairs from IEDB/IMGT. The task is: Regression. Given a peptide amino acid sequence and an MHC pseudo amino acid sequence, predict their binding affinity value. This is MHC class I binding data. (1) The peptide sequence is KLELKGMSY. The MHC is HLA-A30:02 with pseudo-sequence HLA-A30:02. The binding affinity (normalized) is 0. (2) The peptide sequence is ELTCLNEASV. The MHC is HLA-A68:02 with pseudo-sequence HLA-A68:02. The binding affinity (normalized) is 0.609. (3) The peptide sequence is IIMRRFFYF. The MHC is HLA-A31:01 with pseudo-sequence HLA-A31:01. The binding affinity (normalized) is 0.936. (4) The peptide sequence is MTACDDGRR. The binding affinity (normalized) is 0.539. The MHC is HLA-A68:02 with pseudo-sequence HLA-A68:02. (5) The MHC is HLA-A23:01 with pseudo-sequence HLA-A23:01. The binding affinity (normalized) is 0.213. The peptide sequence is EEAPAAVSF. (6) The peptide sequence is RIWSWLLGA. The MHC is HLA-A02:01 with pseudo-sequence HLA-A02:01. The binding affinity (normalized) is 0.574.